Dataset: Full USPTO retrosynthesis dataset with 1.9M reactions from patents (1976-2016). Task: Predict the reactants needed to synthesize the given product. Given the product [F:1][C:2]1[CH:3]=[CH:4][C:5]([CH2:6][N:7]2[C:15]3[C:10](=[N:11][CH:12]=[CH:13][CH:14]=3)[C:9]([C:16]([OH:18])=[O:17])=[CH:8]2)=[CH:27][CH:28]=1, predict the reactants needed to synthesize it. The reactants are: [F:1][C:2]1[CH:28]=[CH:27][C:5]([CH2:6][N:7]2[C:15]3[C:10](=[N:11][CH:12]=[CH:13][CH:14]=3)[C:9]([C:16]([O:18]CC3C=CC(F)=CC=3)=[O:17])=[CH:8]2)=[CH:4][CH:3]=1.O.[OH-].[Li+].